From a dataset of Catalyst prediction with 721,799 reactions and 888 catalyst types from USPTO. Predict which catalyst facilitates the given reaction. Reactant: [C:1]([C:4]1[N:9]=[N:8][C:7]([C:10]([O:12][CH3:13])=[O:11])=[CH:6][CH:5]=1)(=[O:3])[CH3:2].[BH4-].[Na+].C(OCC)(=O)C.O. Product: [OH:3][CH:1]([C:4]1[N:9]=[N:8][C:7]([C:10]([O:12][CH3:13])=[O:11])=[CH:6][CH:5]=1)[CH3:2]. The catalyst class is: 5.